From a dataset of Reaction yield outcomes from USPTO patents with 853,638 reactions. Predict the reaction yield, written as a fraction of the theoretical maximum amount of product (1.0 means a 100% yield; for example, 0.34 means a 34% yield). (1) The reactants are [F:1][C:2]1[CH:7]=[CH:6][C:5]([N:8]2[C:12]([C:13]3[O:14]C=CC=3)=[CH:11][C:10]([C:18]([F:21])([F:20])[F:19])=[N:9]2)=[CH:4][C:3]=1[C:22]#[N:23].C(Cl)(Cl)(Cl)Cl.I([O-])(=O)(=O)=[O:30].[Na+]. The catalyst is C(#N)C.O.[Ru](Cl)(Cl)Cl. The product is [F:1][C:2]1[CH:7]=[CH:6][C:5]([N:8]2[C:12]([C:13]([OH:30])=[O:14])=[CH:11][C:10]([C:18]([F:21])([F:20])[F:19])=[N:9]2)=[CH:4][C:3]=1[C:22]#[N:23]. The yield is 0.640. (2) The reactants are [OH:1][C:2]1[CH:10]=[CH:9][C:5]([C:6]([OH:8])=[O:7])=[CH:4][C:3]=1[CH3:11].[OH-].C([P+](CCCC)(CCCC)CCCC)CCC.Br[CH2:31][CH2:32][O:33][CH3:34].Cl. The catalyst is C1COCC1. The product is [CH3:34][O:33][CH2:32][CH2:31][O:1][C:2]1[CH:10]=[CH:9][C:5]([C:6]([OH:8])=[O:7])=[CH:4][C:3]=1[CH3:11]. The yield is 0.0600. (3) The product is [F:21][C:15]1[CH:16]=[CH:17][C:18]([F:20])=[CH:19][C:14]=1[C:10]1[NH:11][C:12]2[O:13][C:29](=[O:30])[CH:28]([CH2:27][C:23]3[O:22][CH:26]=[CH:25][CH:24]=3)[CH:1]([C:2]3[CH:3]=[CH:4][CH:5]=[CH:6][CH:7]=3)[C:8]=2[N:9]=1. The yield is 0.660. No catalyst specified. The reactants are [CH:1](=[C:8]1/[N:9]=[C:10]([C:14]2[CH:19]=[C:18]([F:20])[CH:17]=[CH:16][C:15]=2[F:21])[NH:11][C:12]/1=[O:13])/[C:2]1[CH:7]=[CH:6][CH:5]=[CH:4][CH:3]=1.[O:22]1[CH:26]=[CH:25][CH:24]=[C:23]1/[CH:27]=[CH:28]/[CH:29]=[O:30]. (4) The reactants are [Br:1][C:2]1[CH:23]=[CH:22][C:5]2[N:6]([C:18]([CH3:21])([CH3:20])[CH3:19])[C:7]([C:9]3[CH:17]=[CH:16][CH:15]=[CH:14][C:10]=3[C:11]([NH2:13])=[O:12])=[N:8][C:4]=2[CH:3]=1. The catalyst is COC(OC)N(C)C. The product is [Br:1][C:2]1[CH:23]=[CH:22][C:5]2[N:6]([C:18]([CH3:19])([CH3:20])[CH3:21])[C:7]([C:9]3[CH:17]=[CH:16][CH:15]=[CH:14][C:10]=3[C:11](/[N:13]=[C:5](/[N:6]([CH3:18])[CH3:7])\[CH3:4])=[O:12])=[N:8][C:4]=2[CH:3]=1. The yield is 1.00. (5) The reactants are Br[C:2]1[CH:3]=[C:4]([S:9]([NH:12][C:13]2[CH:22]=[CH:21][C:16]([C:17]([O:19][CH3:20])=[O:18])=[C:15]([OH:23])[CH:14]=2)(=[O:11])=[O:10])[CH:5]=[N:6][C:7]=1[Cl:8].[F:24][C:25]1[C:30]([O:31][CH3:32])=[CH:29][CH:28]=[CH:27][C:26]=1B(O)O.CCN(C(C)C)C(C)C.C(Cl)Cl.C(O)(C(F)(F)F)=O. The catalyst is O1CCOCC1.C1C=CC(P(C2C=CC=CC=2)[C-]2C=CC=C2)=CC=1.C1C=CC(P(C2C=CC=CC=2)[C-]2C=CC=C2)=CC=1.Cl[Pd]Cl.[Fe+2]. The product is [Cl:8][C:7]1[N:6]=[CH:5][C:4]([S:9]([NH:12][C:13]2[CH:22]=[CH:21][C:16]([C:17]([O:19][CH3:20])=[O:18])=[C:15]([OH:23])[CH:14]=2)(=[O:11])=[O:10])=[CH:3][C:2]=1[C:26]1[CH:27]=[CH:28][CH:29]=[C:30]([O:31][CH3:32])[C:25]=1[F:24]. The yield is 0.0700.